This data is from Full USPTO retrosynthesis dataset with 1.9M reactions from patents (1976-2016). The task is: Predict the reactants needed to synthesize the given product. Given the product [Cl:15][C:9](=[C:6]1[CH2:7][CH2:8]1)[C:25]([O:20][CH3:19])=[O:26], predict the reactants needed to synthesize it. The reactants are: CS(O[C:6]1([CH2:9]C(O)=O)[CH2:8][CH2:7]1)(=O)=O.S(Cl)([Cl:15])=O.C1C(=O)N(Cl)[C:19](=[O:20])C1.[CH3:25][OH:26].